From a dataset of Reaction yield outcomes from USPTO patents with 853,638 reactions. Predict the reaction yield, written as a fraction of the theoretical maximum amount of product (1.0 means a 100% yield; for example, 0.34 means a 34% yield). (1) The reactants are [CH3:1][O:2][C:3]1[CH:4]=[C:5]([CH2:9][CH2:10][C:11]2[CH:12]=[C:13]([NH2:16])[NH:14][N:15]=2)[CH:6]=[CH:7][CH:8]=1.[CH3:17][C:18]([O:21][C:22](O[C:22]([O:21][C:18]([CH3:20])([CH3:19])[CH3:17])=[O:23])=[O:23])([CH3:20])[CH3:19]. The catalyst is C(Cl)Cl. The product is [NH2:16][C:13]1[N:14]([C:22]([O:21][C:18]([CH3:20])([CH3:19])[CH3:17])=[O:23])[N:15]=[C:11]([CH2:10][CH2:9][C:5]2[CH:6]=[CH:7][CH:8]=[C:3]([O:2][CH3:1])[CH:4]=2)[CH:12]=1. The yield is 0.860. (2) The reactants are FC(F)(F)C(N1CCC2C(OS(C(F)(F)F)(=O)=O)=C(C(F)(F)F)C=CC=2CC1)=O.FC(F)(S(F)(=O)=O)C(OC)=O.CN(P(N(C)C)(N(C)C)=O)C.[I:52][C:53]1[CH:69]=[CH:68][C:56]2[CH2:57][CH2:58][N:59]([C:62](=[O:67])[C:63]([F:66])([F:65])[F:64])[CH2:60][CH2:61][C:55]=2[C:54]=1[O:70]S(C(F)(F)F)(=O)=O. The catalyst is CN(C=O)C.[Cu]I. The product is [OH:70][C:54]1[C:55]2[CH2:61][CH2:60][N:59]([C:62](=[O:67])[C:63]([F:66])([F:64])[F:65])[CH2:58][CH2:57][C:56]=2[CH:68]=[CH:69][C:53]=1[I:52]. The yield is 0.290.